This data is from Peptide-MHC class II binding affinity with 134,281 pairs from IEDB. The task is: Regression. Given a peptide amino acid sequence and an MHC pseudo amino acid sequence, predict their binding affinity value. This is MHC class II binding data. The peptide sequence is LDSSDTIWMDIEGPP. The MHC is H-2-IAb with pseudo-sequence H-2-IAb. The binding affinity (normalized) is 0.